From a dataset of Drug-target binding data from BindingDB using Ki measurements. Regression. Given a target protein amino acid sequence and a drug SMILES string, predict the binding affinity score between them. We predict pKi (pKi = -log10(Ki in M); higher means stronger inhibition). Dataset: bindingdb_ki. (1) The small molecule is Cn1ccc(COc2ccc3nc(C4CCCC[C@H]4C(=O)O)n(Cc4ccc(Br)cc4)c3c2)n1. The target protein (P20292) has sequence MDQETVGNVVLLAIVTLISVVQNGFFAHKVEHESRTQNGRSFQRTGTLAFERVYTANQNCVDAYPTFLAVLWSAGLLCSQVPAAFAGLMYLFVRQKYFVGYLGERTQSTPGYIFGKRIILFLFLMSVAGIFNYYLIFFFGSDFENYIKTISTTISPLLLIP. The pKi is 8.4. (2) The drug is COc1cccnc1C(=O)N1CCN(c2ccc(NC(=O)C(C)(C)c3ccccc3)cc2Cl)CC1. The target protein sequence is EYSLIEIIPDFEIVACTEKWPGEEKSVYGTVYSLSTLLILYVLPLGIISFSYTRIWSKLKNHVSPGAASDHYHQRR. The pKi is 7.3. (3) The drug is CSc1nc2c(N)ncnc2n1[C@@H]1O[C@H](COP(=O)(O)OP(=O)(O)OP(=O)(O)O)[C@@H](O)[C@H]1O. The target protein (P29410) has sequence MAPNALAPEPEHPEGIRAVLLGPPGAGKGTQAPKLAENFCVCHLATGDMLRAMVASGSELGKKLKATMDAGKLVSDEMVVELIEKNLETPSCKNGFLLDGFPRTVKQAEMLDDLMDKRKEKLDSVIEFSIQDSLLIRRITGRLIHPKSGRSYHEEFNPPKEAMKDDITGEPLIRRSDDNEKALKTRLEAYHTQTTPLVEYYRKRGIHCAIDASQTPDVVFASILAAFSKATCKDLVMFV. The pKi is 3.5. (4) The drug is c1cncc(OC[C@@H]2CCN2)c1. The target protein sequence is MDYRVNIFLRQQWNDPRLAYNEYPDDSLDLDPSMLDSIWKPDLFFANEKGAHFHEITTDNKLLRISRNGNVLYSIRITLTLACPMDLKNFPMDVQTCIMQLESFGYTMNDLIFEWQEQGAVQVADGLTLPQFILKEEKDLRYCTKHYNTGKFTCIEARFHLERQMGYYLIQMYIPSLLIVILSWISFWINMDAAPARVGLGITTVLTMTTQSSGSRASLPKVSYVKAIDIWMAVCLLFVFSALLEYAAVNFVSRQHKELLRFRRKRRHHKEDEAGEGRFNFSAYGMGPACLQAKDGISVKGANNSNTTNPPPAPSKSPEEMRKLFIQRAKKIDKISRIGFPMAFLIFNMFYWIIYKIVRREDVHNQ. The pKi is 5.0. (5) The small molecule is CCCN(NC(=O)[C@H]1CCCN1C(=O)[C@@H](NC(=O)[C@@H](NC(=O)[C@H](CC(=O)O)NC(=O)[C@H](CCC(=O)O)NC(=O)[C@@H](NC(=O)[C@H](CC(=O)O)NC(C)=O)[C@@H](C)O)C(C)C)C(C)C)C(=O)c1cc([N+](=O)[O-])cc([N+](=O)[O-])c1. The target protein sequence is APITAYAQQTRGLLGCIITSLTGRDKNQVEGEVQIVSTAAQTFLATCINGVCWTVYHGAGTRTIASSKGPVIQMYTNVDQDLVGWPAPQGARSLTPCTCGSSDLYLVTRHADVIPVRRRGDGRGSLLSPRPISYLKGSSGGPLLCPAGHAVGIFRAAVCTRGVAKAVDFIPVEGLETTMRSPVFSDNSSPPAVPQSYQVAHLHAPTGSGKSTKVPAAYAAQGYKVLVLNPSVAATLGFGAYMSKAHGIDPNIRTGVRTITTGSPITYSTYGKFLADGGCSGGAYDIIICDECHSTDATSILGIGTVLDQAETAGARLTVLATATPPGSVTVPHPNIEEVALSTTGEIPFYGKAIPLEAIKGGRHLIFCHSKKKCDELAAKLVALGVNAVAYYRGLDVSVIPASGDVVVVATDALMTGFTGDFDSVIDCNTCVTQTVDFSLDPTFTIETTTLPQDAVSRTQRRGRTGRGKPGIYRFVTPGERPSGMFDSSVLCECYDAGCA.... The pKi is 4.0.